From a dataset of Forward reaction prediction with 1.9M reactions from USPTO patents (1976-2016). Predict the product of the given reaction. (1) Given the reactants [CH3:1][NH:2][C:3](=[S:6])[NH:4][NH2:5].[CH3:7]I.[C:9](O)([C:11]([F:14])([F:13])[F:12])=O, predict the reaction product. The product is: [CH3:1][N:2]1[C:9]([C:11]([F:14])([F:13])[F:12])=[N:5][N:4]=[C:3]1[S:6][CH3:7]. (2) Given the reactants [C:1]([C:6]1[CH:11]=[CH:10][C:9]([NH:12][C:13](=[O:15])[CH3:14])=[CH:8][CH:7]=1)(=[O:5])[CH2:2][CH2:3][CH3:4].[Li+].[CH3:17][CH:18]([N-]C(C)C)C.ICC, predict the reaction product. The product is: [CH2:3]([CH:2]([CH2:17][CH3:18])[C:1]([C:6]1[CH:11]=[CH:10][C:9]([NH:12][C:13](=[O:15])[CH3:14])=[CH:8][CH:7]=1)=[O:5])[CH3:4]. (3) Given the reactants CC(O)=O.CCO.[Cl:8][C:9]1[C:25]([F:26])=[CH:24][CH:23]=[C:22]([Cl:27])[C:10]=1[CH2:11][O:12][C:13]1[C:14]([N+:19]([O-])=O)=[N:15][CH:16]=[CH:17][CH:18]=1.C(=O)([O-])[O-].[Na+].[Na+], predict the reaction product. The product is: [Cl:8][C:9]1[C:25]([F:26])=[CH:24][CH:23]=[C:22]([Cl:27])[C:10]=1[CH2:11][O:12][C:13]1[C:14]([NH2:19])=[N:15][CH:16]=[CH:17][CH:18]=1. (4) Given the reactants [CH3:1][NH:2][CH3:3].C(N(CC)C(C)C)(C)C.Br[CH2:14][C:15]1[CH:20]=[C:19]([C:21]([CH3:24])([CH3:23])[CH3:22])[CH:18]=[C:17]([Cl:25])[N:16]=1.C(=O)(O)[O-].[Na+], predict the reaction product. The product is: [C:21]([C:19]1[CH:18]=[C:17]([Cl:25])[N:16]=[C:15]([CH2:14][N:2]([CH3:3])[CH3:1])[CH:20]=1)([CH3:24])([CH3:23])[CH3:22]. (5) Given the reactants Cl[CH2:2][CH2:3][CH2:4][O:5][C:6]1[CH:18]=[CH:17][C:9]([CH2:10][N:11]2[CH2:16][CH2:15][CH2:14][CH2:13][CH2:12]2)=[CH:8][CH:7]=1.[NH:19]1[CH2:24][CH2:23][CH2:22][CH2:21][CH2:20]1.C(=O)([O-])[O-].[Na+].[Na+].[I-].[K+], predict the reaction product. The product is: [NH3:11].[CH3:4][OH:5].[N:11]1([CH2:10][C:9]2[CH:17]=[CH:18][C:6]([O:5][CH2:4][CH2:3][CH2:2][N:19]3[CH2:24][CH2:23][CH2:22][CH2:21][CH2:20]3)=[CH:7][CH:8]=2)[CH2:16][CH2:15][CH2:14][CH2:13][CH2:12]1. (6) Given the reactants [CH3:1][O:2][C:3](=[O:30])[CH2:4][CH2:5][CH2:6][CH2:7][CH2:8][CH2:9][C@@H:10]1[C:14](=[O:15])[CH2:13][CH2:12][C@H:11]1[CH:16]=[CH:17][C:18]([C:20]1[C:29]2[C:24](=[CH:25][CH:26]=[CH:27][CH:28]=2)[CH:23]=[CH:22][CH:21]=1)=[O:19], predict the reaction product. The product is: [CH3:1][O:2][C:3](=[O:30])[CH2:4][CH2:5][CH2:6][CH2:7][CH2:8][CH2:9][C@@H:10]1[C:14](=[O:15])[CH2:13][CH2:12][C@H:11]1[CH2:16][CH2:17][C:18]([C:20]1[C:29]2[C:24](=[CH:25][CH:26]=[CH:27][CH:28]=2)[CH:23]=[CH:22][CH:21]=1)=[O:19]. (7) Given the reactants Cl[CH2:2][C:3]1[CH:4]=[CH:5][C:6]([O:10][C:11]2[CH:16]=[CH:15][CH:14]=[C:13]([F:17])[N:12]=2)=[C:7]([OH:9])[CH:8]=1.[Na].[I-].[Na+].[NH4+].[Cl-].[CH3:23][OH:24], predict the reaction product. The product is: [F:17][C:13]1[N:12]=[C:11]([O:10][C:6]2[CH:5]=[CH:4][C:3]([CH2:2][O:24][CH3:23])=[CH:8][C:7]=2[OH:9])[CH:16]=[CH:15][CH:14]=1.